The task is: Regression. Given a peptide amino acid sequence and an MHC pseudo amino acid sequence, predict their binding affinity value. This is MHC class II binding data.. This data is from Peptide-MHC class II binding affinity with 134,281 pairs from IEDB. (1) The peptide sequence is TIAAMMTSPLSVASM. The MHC is DRB1_1201 with pseudo-sequence DRB1_1201. The binding affinity (normalized) is 0.445. (2) The peptide sequence is TVLFGVSRSMGIGSQ. The MHC is HLA-DQA10102-DQB10602 with pseudo-sequence HLA-DQA10102-DQB10602. The binding affinity (normalized) is 0.447. (3) The peptide sequence is GSLKPNCGNKVVVSY. The MHC is HLA-DPA10201-DPB10101 with pseudo-sequence HLA-DPA10201-DPB10101. The binding affinity (normalized) is 0.0932. (4) The peptide sequence is RFYKTLRAEQASQ. The MHC is DRB1_0401 with pseudo-sequence DRB1_0401. The binding affinity (normalized) is 0.840. (5) The peptide sequence is NIWADDLAASLSTLE. The MHC is HLA-DQA10401-DQB10402 with pseudo-sequence HLA-DQA10401-DQB10402. The binding affinity (normalized) is 0.566. (6) The peptide sequence is VVQMTKLATTEELPD. The MHC is DRB1_0101 with pseudo-sequence DRB1_0101. The binding affinity (normalized) is 0.608.